From a dataset of Reaction yield outcomes from USPTO patents with 853,638 reactions. Predict the reaction yield, written as a fraction of the theoretical maximum amount of product (1.0 means a 100% yield; for example, 0.34 means a 34% yield). (1) The reactants are [CH2:1]([N:3]1[CH2:8][CH:7]=[C:6]([C:9]2[C:17]3[C:12](=[CH:13][CH:14]=[C:15]([N+:18]([O-])=O)[CH:16]=3)[NH:11][CH:10]=2)[CH2:5][CH2:4]1)[CH3:2].O.NN.N.C(Cl)Cl. The catalyst is CO.[Ni]. The product is [CH2:1]([N:3]1[CH2:4][CH:5]=[C:6]([C:9]2[C:17]3[C:12](=[CH:13][CH:14]=[C:15]([NH2:18])[CH:16]=3)[NH:11][CH:10]=2)[CH2:7][CH2:8]1)[CH3:2]. The yield is 0.990. (2) The reactants are C(O[C:6](=O)[NH:7][C@@H:8]([C:27]1[CH:32]=[CH:31][C:30]([O:33][CH2:34][CH2:35][O:36][Si](C(C)(C)C)(C)C)=[CH:29][CH:28]=1)[C:9]([N:11]1[CH2:15][CH2:14][C@H:13]([O:16][CH2:17][CH2:18][O:19][CH2:20][CH2:21][O:22][CH2:23][CH2:24][O:25][CH3:26])[CH2:12]1)=O)(C)(C)C.[H-].[Al+3].[Li+].[H-].[H-].[H-].C(=O)([O-])[O-].[Na+].[Na+].ClCCl. The catalyst is O1CCCC1. The product is [CH3:26][O:25][CH2:24][CH2:23][O:22][CH2:21][CH2:20][O:19][CH2:18][CH2:17][O:16][C@H:13]1[CH2:14][CH2:15][N:11]([CH2:9][C@H:8]([C:27]2[CH:28]=[CH:29][C:30]([O:33][CH2:34][CH2:35][OH:36])=[CH:31][CH:32]=2)[NH:7][CH3:6])[CH2:12]1. The yield is 0.600. (3) The reactants are [N:1]1([C:9]2[CH:14]=[CH:13][C:12]([C:15]3[CH:20]=[CH:19][C:18]([C:21]#[N:22])=[CH:17][CH:16]=3)=[CH:11][CH:10]=2)[CH2:5][CH2:4][C@@H:3]2[CH2:6][NH:7][CH2:8][C@H:2]12.[H-].[Na+].I[CH2:26][CH3:27]. The catalyst is C1COCC1.O. The product is [CH2:26]([N:7]1[CH2:6][C@@H:3]2[C@@H:2]([N:1]([C:9]3[CH:10]=[CH:11][C:12]([C:15]4[CH:20]=[CH:19][C:18]([C:21]#[N:22])=[CH:17][CH:16]=4)=[CH:13][CH:14]=3)[CH2:5][CH2:4]2)[CH2:8]1)[CH3:27]. The yield is 0.460. (4) The reactants are O[CH:2]=[C:3]1[C:11](=O)[C:10]2[N:9]([CH3:13])[N:8]=[C:7]([C:14]([O:16][CH2:17][CH3:18])=[O:15])[C:6]=2[CH2:5][C:4]1([CH3:20])[CH3:19].[Cl:21][C:22]1[CH:23]=[C:24]([NH:35][C:36]([NH2:38])=[NH:37])[CH:25]=[CH:26][C:27]=1[N:28]1[CH2:33][CH2:32][N:31]([CH3:34])[CH2:30][CH2:29]1. The catalyst is CN(C)C=O.[Cl-].[Na+].O. The product is [Cl:21][C:22]1[CH:23]=[C:24]([NH:35][C:36]2[N:38]=[CH:2][C:3]3[C:4]([CH3:20])([CH3:19])[CH2:5][C:6]4[C:7]([C:14]([O:16][CH2:17][CH3:18])=[O:15])=[N:8][N:9]([CH3:13])[C:10]=4[C:11]=3[N:37]=2)[CH:25]=[CH:26][C:27]=1[N:28]1[CH2:33][CH2:32][N:31]([CH3:34])[CH2:30][CH2:29]1. The yield is 0.330. (5) The reactants are [CH2:1]([O:3][C:4](=[O:24])[CH:5]([C:11](=[O:23])[C:12]([CH3:22])([C:16]1[CH:21]=[CH:20][CH:19]=[CH:18][CH:17]=1)[CH2:13][CH2:14][CH3:15])[C:6]([O:8]CC)=O)[CH3:2]. The catalyst is CS(O)(=O)=O. The product is [OH:8][C:6]1[C:21]2[C:16](=[CH:17][CH:18]=[CH:19][CH:20]=2)[C:12]([CH3:22])([CH2:13][CH2:14][CH3:15])[C:11](=[O:23])[C:5]=1[C:4]([O:3][CH2:1][CH3:2])=[O:24]. The yield is 0.630.